This data is from Full USPTO retrosynthesis dataset with 1.9M reactions from patents (1976-2016). The task is: Predict the reactants needed to synthesize the given product. The reactants are: [NH2:1][C:2]1[C@:6]2([CH2:11][CH2:10][N:9]([C:12]([O:14][CH2:15][C:16]3[CH:21]=[CH:20][CH:19]=[CH:18][CH:17]=3)=[O:13])[C@@H:8]([CH3:22])[CH2:7]2)[N:5]([C:23]2[CH:28]=[CH:27][CH:26]=[C:25]([F:29])[CH:24]=2)[C:4](=[O:30])[N:3]=1.[CH3:31]N. Given the product [F:29][C:25]1[CH:24]=[C:23]([N:5]2[C@@:6]3([CH2:11][CH2:10][N:9]([C:12]([O:14][CH2:15][C:16]4[CH:21]=[CH:20][CH:19]=[CH:18][CH:17]=4)=[O:13])[C@@H:8]([CH3:22])[CH2:7]3)[C:2]([NH:1][CH3:31])=[N:3][C:4]2=[O:30])[CH:28]=[CH:27][CH:26]=1, predict the reactants needed to synthesize it.